The task is: Regression. Given a peptide amino acid sequence and an MHC pseudo amino acid sequence, predict their binding affinity value. This is MHC class II binding data.. This data is from Peptide-MHC class II binding affinity with 134,281 pairs from IEDB. (1) The MHC is DRB1_0101 with pseudo-sequence DRB1_0101. The peptide sequence is QQQRGAAGGVVRLWD. The binding affinity (normalized) is 0.222. (2) The peptide sequence is KIIGGIGGFIKVRQYDQIPI. The MHC is DRB1_0701 with pseudo-sequence DRB1_0701. The binding affinity (normalized) is 0.434.